From a dataset of Full USPTO retrosynthesis dataset with 1.9M reactions from patents (1976-2016). Predict the reactants needed to synthesize the given product. Given the product [Cl:1][C:2]1[CH:3]=[C:4]([C:28]([OH:30])=[O:29])[C:5]([C:21]2[CH:26]=[CH:25][CH:24]=[C:23]([F:27])[CH:22]=2)=[C:6](/[N:14]=[N:15]/[N:16]2[CH2:17][CH2:18][CH2:19][CH2:20]2)[C:7]=1[C:8]#[CH:9], predict the reactants needed to synthesize it. The reactants are: [Cl:1][C:2]1[CH:3]=[C:4]([C:28]([O:30]C)=[O:29])[C:5]([C:21]2[CH:26]=[CH:25][CH:24]=[C:23]([F:27])[CH:22]=2)=[C:6](/[N:14]=[N:15]/[N:16]2[CH2:20][CH2:19][CH2:18][CH2:17]2)[C:7]=1[C:8]#[C:9][Si](C)(C)C.[OH-].[Na+].O.Cl.